Dataset: Forward reaction prediction with 1.9M reactions from USPTO patents (1976-2016). Task: Predict the product of the given reaction. Given the reactants [CH3:1][N:2]([CH3:13])[C:3]([N:5]1[CH2:10][CH2:9][CH:8]([CH2:11]O)[CH2:7][CH2:6]1)=[O:4].C1(P(C2C=CC=CC=2)C2C=CC=CC=2)C=CC=CC=1.[Br:33]N1C(=O)CCC1=O, predict the reaction product. The product is: [CH3:1][N:2]([CH3:13])[C:3]([N:5]1[CH2:10][CH2:9][CH:8]([CH2:11][Br:33])[CH2:7][CH2:6]1)=[O:4].